Dataset: Ames mutagenicity test results for genotoxicity prediction. Task: Regression/Classification. Given a drug SMILES string, predict its toxicity properties. Task type varies by dataset: regression for continuous values (e.g., LD50, hERG inhibition percentage) or binary classification for toxic/non-toxic outcomes (e.g., AMES mutagenicity, cardiotoxicity, hepatotoxicity). Dataset: ames. (1) The molecule is O=NN(CCc1c[nH]c2ccccc12)C1OCC(O)C(O)C1O. The result is 1 (mutagenic). (2) The molecule is CC1=C(/C=C/C(C)=C/C=C/C(C)=C/C=C/C=C(C)/C=C/C=C(C)/C=C/C2=C(C)C(=O)CCC2(C)C)C(C)(C)CCC1=O. The result is 0 (non-mutagenic). (3) The drug is c1ccc2c(CC3CO3)cccc2c1. The result is 1 (mutagenic).